Dataset: Full USPTO retrosynthesis dataset with 1.9M reactions from patents (1976-2016). Task: Predict the reactants needed to synthesize the given product. (1) Given the product [CH3:14][O:13][C:3]1[CH:4]=[C:5]([CH2:6][N:15]2[CH2:20][CH2:19][CH2:18][CH2:17][CH2:16]2)[CH:8]=[C:9]([N+:10]([O-:12])=[O:11])[C:2]=1[OH:1], predict the reactants needed to synthesize it. The reactants are: [OH:1][C:2]1[C:9]([N+:10]([O-:12])=[O:11])=[CH:8][C:5]([CH:6]=O)=[CH:4][C:3]=1[O:13][CH3:14].[NH:15]1[CH2:20][CH2:19][CH2:18][CH2:17][CH2:16]1.[BH3-]C#N.[Na+]. (2) The reactants are: [Br:1]Br.C([O-])(=O)C.[K+].[C:8]([C:10]1[CH:11]=[C:12]([C:17]2[N:18]=[C:19]([C:22]([O:24][CH2:25][CH3:26])=[O:23])[S:20][CH:21]=2)[CH:13]=[CH:14][C:15]=1[F:16])#[N:9].S([O-])([O-])(=O)=S.[Na+].[Na+]. Given the product [Br:1][C:21]1[S:20][C:19]([C:22]([O:24][CH2:25][CH3:26])=[O:23])=[N:18][C:17]=1[C:12]1[CH:13]=[CH:14][C:15]([F:16])=[C:10]([C:8]#[N:9])[CH:11]=1, predict the reactants needed to synthesize it. (3) Given the product [C:8]1([C:5]2[CH:6]=[CH:7][C:2](/[CH:16]=[CH:15]/[C:14]([O:18][CH2:19][CH3:20])=[O:17])=[CH:3][CH:4]=2)[CH:13]=[CH:12][CH:11]=[CH:10][CH:9]=1, predict the reactants needed to synthesize it. The reactants are: Br[C:2]1[CH:7]=[CH:6][C:5]([C:8]2[CH:13]=[CH:12][CH:11]=[CH:10][CH:9]=2)=[CH:4][CH:3]=1.[C:14]([O:18][CH2:19][CH3:20])(=[O:17])[CH:15]=[CH2:16].C(=O)([O-])[O-].[K+].[K+].C1(P(C2C=CC=CC=2)C2C=CC=CC=2)C=CC=CC=1. (4) Given the product [C:27]([C:17]([C:21]1[CH:26]=[CH:25][CH:24]=[CH:23][CH:22]=1)([CH:18]([CH3:20])[CH3:19])[CH2:16][CH2:15][CH2:14][N:11]1[CH2:12][CH2:13][NH:8][CH:9]([C:29]([O:31][CH2:32][CH3:33])=[O:30])[CH2:10]1)#[N:28], predict the reactants needed to synthesize it. The reactants are: C([N:8]1[CH2:13][CH2:12][N:11]([CH2:14][CH2:15][CH2:16][C:17]([C:27]#[N:28])([C:21]2[CH:26]=[CH:25][CH:24]=[CH:23][CH:22]=2)[CH:18]([CH3:20])[CH3:19])[CH2:10][CH:9]1[C:29]([O:31][CH2:32][CH3:33])=[O:30])C1C=CC=CC=1.[H][H].